This data is from Reaction yield outcomes from USPTO patents with 853,638 reactions. The task is: Predict the reaction yield, written as a fraction of the theoretical maximum amount of product (1.0 means a 100% yield; for example, 0.34 means a 34% yield). (1) The reactants are C([O:3][C:4](=O)[C:5]1[CH:10]=[CH:9][C:8]([Cl:11])=[C:7]([S:12](=[O:15])(=[O:14])[NH2:13])[CH:6]=1)C.[BH4-].[Li+]. The catalyst is O1CCCC1.O. The product is [Cl:11][C:8]1[CH:9]=[CH:10][C:5]([CH2:4][OH:3])=[CH:6][C:7]=1[S:12]([NH2:13])(=[O:15])=[O:14]. The yield is 0.820. (2) The reactants are Cl[C:2]1[N:7]=[C:6]([NH:8][CH2:9][C:10]2[CH:15]=[CH:14][C:13]([O:16][CH3:17])=[C:12]([O:18][CH:19]3[CH2:23][CH2:22][CH2:21][CH2:20]3)[CH:11]=2)[CH:5]=[N:4][CH:3]=1.B([C:27]1[CH:38]=[CH:37][C:30]([CH2:31][C@@H:32]([C:34]([OH:36])=[O:35])[NH2:33])=[CH:29][CH:28]=1)(O)O.C(=O)([O-])[O-].[Na+].[Na+]. The yield is 0.0600. The catalyst is Cl[Pd](Cl)([P](C1C=CC=CC=1)(C1C=CC=CC=1)C1C=CC=CC=1)[P](C1C=CC=CC=1)(C1C=CC=CC=1)C1C=CC=CC=1.C(#N)C. The product is [NH2:33][CH:32]([CH2:31][C:30]1[CH:37]=[CH:38][C:27]([C:2]2[CH:3]=[N:4][CH:5]=[C:6]([NH:8][CH2:9][C:10]3[CH:15]=[CH:14][C:13]([O:16][CH3:17])=[C:12]([O:18][CH:19]4[CH2:23][CH2:22][CH2:21][CH2:20]4)[CH:11]=3)[N:7]=2)=[CH:28][CH:29]=1)[C:34]([OH:36])=[O:35]. (3) The reactants are Cl.[Cl:2][C:3]1[CH:4]=[N+:5]([O-:35])[CH:6]=[C:7]([Cl:34])[C:8]=1[CH2:9][C@@H:10]([C:19]1[CH:24]=[CH:23][C:22]([O:25][CH:26]([F:28])[F:27])=[C:21]([O:29][CH2:30][CH:31]2[CH2:33][CH2:32]2)[CH:20]=1)[O:11][C:12]([C@H:14]1[NH:18][CH2:17][CH2:16][S:15]1)=[O:13].N1C=CC=CC=1.[OH:42][CH2:43][C:44]1[CH:45]=[C:46]([S:50](Cl)(=[O:52])=[O:51])[CH:47]=[CH:48][CH:49]=1. The catalyst is C(Cl)Cl.CC#N. The product is [Cl:2][C:3]1[CH:4]=[N+:5]([O-:35])[CH:6]=[C:7]([Cl:34])[C:8]=1[CH2:9][C@@H:10]([C:19]1[CH:24]=[CH:23][C:22]([O:25][CH:26]([F:28])[F:27])=[C:21]([O:29][CH2:30][CH:31]2[CH2:33][CH2:32]2)[CH:20]=1)[O:11][C:12]([C@H:14]1[N:18]([S:50]([C:46]2[CH:47]=[CH:48][CH:49]=[C:44]([CH2:43][OH:42])[CH:45]=2)(=[O:52])=[O:51])[CH2:17][CH2:16][S:15]1)=[O:13]. The yield is 0.443. (4) The reactants are [CH3:1][O:2][C:3]1[CH:8]=[C:7]([CH3:9])[CH:6]=[CH:5][C:4]=1[C:10]1[O:14][C:13]([S:15][CH2:16][CH2:17][C:18]([O:20]C(C)(C)C)=[O:19])=[N:12][N:11]=1.C(O)(C(F)(F)F)=O.O. The catalyst is ClCCl. The product is [CH3:1][O:2][C:3]1[CH:8]=[C:7]([CH3:9])[CH:6]=[CH:5][C:4]=1[C:10]1[O:14][C:13]([S:15][CH2:16][CH2:17][C:18]([OH:20])=[O:19])=[N:12][N:11]=1. The yield is 0.880.